This data is from Catalyst prediction with 721,799 reactions and 888 catalyst types from USPTO. The task is: Predict which catalyst facilitates the given reaction. (1) Reactant: [NH2:1][C:2]1[CH:7]=[CH:6][CH:5]=[CH:4][CH:3]=1.[C:8](O[C:8]([O:10][C:11]([CH3:14])([CH3:13])[CH3:12])=[O:9])([O:10][C:11]([CH3:14])([CH3:13])[CH3:12])=[O:9].[OH-].[Na+]. Product: [C:8]([NH:1][C:2]1[CH:7]=[CH:6][CH:5]=[CH:4][CH:3]=1)([O:10][C:11]([CH3:14])([CH3:13])[CH3:12])=[O:9]. The catalyst class is: 116. (2) Reactant: Cl.[CH3:2][O:3][C:4]1[C:9]2[N:10]=[C:11]([NH:13][C:14]([N:16]3[CH2:21][CH2:20][O:19][CH2:18][CH2:17]3)=[O:15])[S:12][C:8]=2[C:7]([C:22]2[CH2:23][CH2:24][NH:25][CH2:26][CH:27]=2)=[CH:6][CH:5]=1.C(N(CC)CC)C.[C:35](OC(=O)C)(=[O:37])[CH3:36].C(=O)(O)[O-].[Na+]. Product: [C:35]([N:25]1[CH2:24][CH:23]=[C:22]([C:7]2[C:8]3[S:12][C:11]([NH:13][C:14]([N:16]4[CH2:17][CH2:18][O:19][CH2:20][CH2:21]4)=[O:15])=[N:10][C:9]=3[C:4]([O:3][CH3:2])=[CH:5][CH:6]=2)[CH2:27][CH2:26]1)(=[O:37])[CH3:36]. The catalyst class is: 20. (3) Reactant: [F:1][C:2]1[C:7]2[CH2:8][O:9][CH2:10][O:11][C:6]=2[C:5]([O:12][CH3:13])=[CH:4][CH:3]=1.CN(CCN(CCN(C)C)C)C.C([Li])CCC.[CH:31](N1CCOCC1)=[O:32].Cl. Product: [F:1][C:2]1[C:7]2[CH2:8][O:9][CH2:10][O:11][C:6]=2[C:5]([O:12][CH3:13])=[CH:4][C:3]=1[CH:31]=[O:32]. The catalyst class is: 1. (4) Reactant: B(Br)(Br)Br.C[O:6][C:7]1[CH:8]=[C:9]([CH:37]=[CH:38][CH:39]=1)[O:10][C@H:11]1[CH2:15][CH2:14][N:13]([C:16]([CH3:36])([CH3:35])[CH2:17][CH2:18][C:19]([C:29]2[CH:34]=[CH:33][CH:32]=[CH:31][CH:30]=2)([C:23]2[CH:28]=[CH:27][CH:26]=[CH:25][CH:24]=2)[C:20]([NH2:22])=[O:21])[CH2:12]1. Product: [OH:6][C:7]1[CH:8]=[C:9]([CH:37]=[CH:38][CH:39]=1)[O:10][C@H:11]1[CH2:15][CH2:14][N:13]([C:16]([CH3:36])([CH3:35])[CH2:17][CH2:18][C:19]([C:29]2[CH:30]=[CH:31][CH:32]=[CH:33][CH:34]=2)([C:23]2[CH:24]=[CH:25][CH:26]=[CH:27][CH:28]=2)[C:20]([NH2:22])=[O:21])[CH2:12]1. The catalyst class is: 4. (5) Reactant: [Cl:1][C:2]1[CH:7]=[C:6]([NH2:8])[CH:5]=[CH:4][C:3]=1[C:9]1[CH:14]=[CH:13][C:12]([F:15])=[CH:11][CH:10]=1.[C:16](N1C=CN=C1)(N1C=CN=C1)=[S:17]. Product: [Cl:1][C:2]1[CH:7]=[C:6]([N:8]=[C:16]=[S:17])[CH:5]=[CH:4][C:3]=1[C:9]1[CH:14]=[CH:13][C:12]([F:15])=[CH:11][CH:10]=1. The catalyst class is: 4. (6) Reactant: [CH2-:1][CH2:2][CH2:3][CH2:4][CH2-:5].[Mg+2].[Mg+2].[Br-:8].[Br-].[CH3:10][Si:11]([CH3:14])([CH3:13])Cl.Br[C:16]([CH2:18]Br)=[CH2:17]. Product: [Br:8][C:2]([CH2:3][CH2:4][CH2:5][CH2:17][CH2:16][CH2:18][Si:11]([CH3:14])([CH3:13])[CH3:10])=[CH2:1]. The catalyst class is: 1. (7) Product: [CH3:23][C:22]1[C:18]([NH:17][CH2:16][C:5]2[CH:6]=[CH:7][C:8]([C:12]([F:14])([F:13])[F:15])=[C:9]([S:10][CH3:11])[C:4]=2[CH3:3])=[N:19][O:20][N:21]=1. Reactant: [BH4-].[Na+].[CH3:3][C:4]1[C:9]([S:10][CH3:11])=[C:8]([C:12]([F:15])([F:14])[F:13])[CH:7]=[CH:6][C:5]=1[CH:16]=[N:17][C:18]1[C:22]([CH3:23])=[N:21][O:20][N:19]=1.O.C(OCC)(=O)C. The catalyst class is: 5.